This data is from Forward reaction prediction with 1.9M reactions from USPTO patents (1976-2016). The task is: Predict the product of the given reaction. The product is: [Cl:1][C:2]1[CH:7]=[CH:6][C:5]([C:8]2[N:12](/[CH:13]=[CH:14]/[C:15]([F:18])([F:17])[F:16])[C:11](=[O:19])[N:10]([CH2:20][C:21]([NH:48][CH:47]([C:45]3[CH:44]=[CH:43][CH:42]=[C:41]([O:40][CH3:39])[N:46]=3)[C:49]3[CH:54]=[CH:53][CH:52]=[C:51]([C:55]([F:57])([F:58])[F:56])[CH:50]=3)=[O:22])[N:9]=2)=[CH:4][CH:3]=1. Given the reactants [Cl:1][C:2]1[CH:7]=[CH:6][C:5]([C:8]2[N:12](/[CH:13]=[CH:14]/[C:15]([F:18])([F:17])[F:16])[C:11](=[O:19])[N:10]([CH2:20][C:21](O)=[O:22])[N:9]=2)=[CH:4][CH:3]=1.C1C=CC2N(O)N=NC=2C=1.C(Cl)CCl.Cl.[CH3:39][O:40][C:41]1[N:46]=[C:45]([CH:47]([C:49]2[CH:54]=[CH:53][CH:52]=[C:51]([C:55]([F:58])([F:57])[F:56])[CH:50]=2)[NH2:48])[CH:44]=[CH:43][CH:42]=1.C(N(CC)C(C)C)(C)C, predict the reaction product.